From a dataset of NCI-60 drug combinations with 297,098 pairs across 59 cell lines. Regression. Given two drug SMILES strings and cell line genomic features, predict the synergy score measuring deviation from expected non-interaction effect. (1) Drug 1: CC(C1=C(C=CC(=C1Cl)F)Cl)OC2=C(N=CC(=C2)C3=CN(N=C3)C4CCNCC4)N. Drug 2: CC1=C(C=C(C=C1)NC(=O)C2=CC=C(C=C2)CN3CCN(CC3)C)NC4=NC=CC(=N4)C5=CN=CC=C5. Cell line: OVCAR-4. Synergy scores: CSS=-2.78, Synergy_ZIP=0.161, Synergy_Bliss=-3.07, Synergy_Loewe=-5.08, Synergy_HSA=-4.73. (2) Drug 1: CNC(=O)C1=NC=CC(=C1)OC2=CC=C(C=C2)NC(=O)NC3=CC(=C(C=C3)Cl)C(F)(F)F. Drug 2: C1C(C(OC1N2C=NC(=NC2=O)N)CO)O. Cell line: MALME-3M. Synergy scores: CSS=6.22, Synergy_ZIP=-0.258, Synergy_Bliss=1.90, Synergy_Loewe=3.57, Synergy_HSA=2.32.